Dataset: Human liver microsome stability data. Task: Regression/Classification. Given a drug SMILES string, predict its absorption, distribution, metabolism, or excretion properties. Task type varies by dataset: regression for continuous measurements (e.g., permeability, clearance, half-life) or binary classification for categorical outcomes (e.g., BBB penetration, CYP inhibition). Dataset: hlm. (1) The drug is O=C1CN(Cc2ccc(-c3cccc(CN4CCCCC4)n3)cc2)C(=O)N1CC(F)F. The result is 0 (unstable in human liver microsomes). (2) The drug is Cn1c(-c2ccccn2)c(C2CCCCC2)c2ccc(C(=O)NC3(C(=O)Nc4ccc(C=CC(=O)O)cc4)CCOCC3)cc21. The result is 0 (unstable in human liver microsomes). (3) The drug is Cn1c(=O)c(F)c(Nc2ccc(I)cc2F)c2c(=O)n(CCO)cnc21. The result is 0 (unstable in human liver microsomes). (4) The drug is CCc1nc(N)nc(N)c1-c1ccc2c(c1)N(CCCOC)C(=O)C(c1ccc(F)c(F)c1)O2. The result is 1 (stable in human liver microsomes). (5) The drug is O=S(=O)(Nc1cc(CO)ccc1O)c1ccc(-c2ccc(Br)cc2)cc1. The result is 1 (stable in human liver microsomes). (6) The compound is Cc1ccc(Oc2ccc(N(C[C@H](O)C(=O)NO)S(C)(=O)=O)cc2)cc1. The result is 0 (unstable in human liver microsomes). (7) The molecule is CC(C)[C@H]1C(O)=C(C2=NS(=O)(=O)c3c(OCC(N)=O)cccc32)C(=O)N1Cc1ccccc1. The result is 0 (unstable in human liver microsomes).